This data is from Forward reaction prediction with 1.9M reactions from USPTO patents (1976-2016). The task is: Predict the product of the given reaction. (1) Given the reactants [CH:1]1[C:6]([CH:7]([CH2:12][NH2:13])[CH2:8][C:9](O)=[O:10])=[CH:5][CH:4]=[C:3]([Cl:14])[CH:2]=1.S(Cl)(Cl)=O.C(N(C(C)C)CC)(C)C, predict the reaction product. The product is: [Cl:14][C:3]1[CH:4]=[CH:5][C:6]([CH:7]2[CH2:12][NH:13][C:9](=[O:10])[CH2:8]2)=[CH:1][CH:2]=1. (2) Given the reactants [C:1]1([N:7]([C:16]2[CH:21]=[CH:20][CH:19]=[CH:18][CH:17]=2)[C:8]2[CH:15]=[CH:14][C:11]([C:12]#[N:13])=[CH:10][CH:9]=2)[CH:6]=[CH:5][CH:4]=[CH:3][CH:2]=1.[N-:22]=[N+:23]=[N-:24].[Na+].[Cl-].[NH4+], predict the reaction product. The product is: [C:1]1([N:7]([C:16]2[CH:21]=[CH:20][CH:19]=[CH:18][CH:17]=2)[C:8]2[CH:15]=[CH:14][C:11]([C:12]3[N:22]=[N:23][NH:24][N:13]=3)=[CH:10][CH:9]=2)[CH:6]=[CH:5][CH:4]=[CH:3][CH:2]=1. (3) Given the reactants [CH:1]([C:3]1[CH:4]=[CH:5][C:6]2[O:10][C:9]([C:11]3[CH:12]=[N:13][CH:14]=[C:15]([C:18]=3[NH:19][C:20]3[C:21]([CH3:29])=[C:22]4[C:26](=[CH:27][CH:28]=3)[NH:25][CH:24]=[CH:23]4)[C:16]#[N:17])=[CH:8][C:7]=2[CH:30]=1)=[O:2].[OH:31][CH2:32][CH:33]1[CH2:38][CH2:37][NH:36][CH2:35][CH2:34]1.C(O)(=O)C.C(O[BH-](OC(=O)C)OC(=O)C)(=O)C.[Na+], predict the reaction product. The product is: [OH:31][CH2:32][CH:33]1[CH2:38][CH2:37][N:36]([CH2:1][C:3]2[CH:4]=[CH:5][C:6]3[O:10][C:9]([C:11]4[CH:12]=[N:13][CH:14]=[C:15]([C:18]=4[NH:19][C:20]4[C:21]([CH3:29])=[C:22]5[C:26](=[CH:27][CH:28]=4)[NH:25][CH:24]=[CH:23]5)[C:16]#[N:17])=[CH:8][C:7]=3[CH:30]=2)[CH2:35][CH2:34]1.[OH:2][CH2:1][C:3]1[CH:4]=[CH:5][C:6]2[O:10][C:9]([C:11]3[CH:12]=[N:13][CH:14]=[C:15]([C:18]=3[NH:19][C:20]3[C:21]([CH3:29])=[C:22]4[C:26](=[CH:27][CH:28]=3)[NH:25][CH:24]=[CH:23]4)[C:16]#[N:17])=[CH:8][C:7]=2[CH:30]=1. (4) Given the reactants [Cl:1][C:2]1[CH:17]=[CH:16][C:5]([CH2:6][NH:7][C:8]2[N:13]=[CH:12][C:11]([CH:14]=[O:15])=[CH:10][CH:9]=2)=[CH:4][CH:3]=1.C(N(CC)CC)C.[C:25]([O:29][C:30](O[C:30]([O:29][C:25]([CH3:28])([CH3:27])[CH3:26])=[O:31])=[O:31])([CH3:28])([CH3:27])[CH3:26], predict the reaction product. The product is: [C:25]([O:29][C:30](=[O:31])[N:7]([CH2:6][C:5]1[CH:16]=[CH:17][C:2]([Cl:1])=[CH:3][CH:4]=1)[C:8]1[CH:9]=[CH:10][C:11]([CH:14]=[O:15])=[CH:12][N:13]=1)([CH3:28])([CH3:27])[CH3:26].